Task: Regression. Given a target protein amino acid sequence and a drug SMILES string, predict the binding affinity score between them. We predict pKd (pKd = -log10(Kd in M); higher means stronger binding). Dataset: davis.. Dataset: Kinase inhibitor binding affinity data with 442 proteins and 68 drugs (Kd values) (1) The target protein (MST4) has sequence MAHSPVAVQVPGMQNNIADPEELFTKLERIGKGSFGEVFKGIDNRTQQVVAIKIIDLEEAEDEIEDIQQEITVLSQCDSSYVTKYYGSYLKGSKLWIIMEYLGGGSALDLLRAGPFDEFQIATMLKEILKGLDYLHSEKKIHRDIKAANVLLSEQGDVKLADFGVAGQLTDTQIKRNTFVGTPFWMAPEVIQQSAYDSKADIWSLGITAIELAKGEPPNSDMHPMRVLFLIPKNNPPTLVGDFTKSFKEFIDACLNKDPSFRPTAKELLKHKFIVKNSKKTSYLTELIDRFKRWKAEGHSDDESDSEGSDSESTSRENNTHPEWSFTTVRKKPDPKKVQNGAEQDLVQTLSCLSMIITPAFAELKQQDENNASRNQAIEELEKSIAVAEAACPGITDKMVKKLIEKFQKCSADESP. The drug is Cc1ccc(Nc2nccc(N(C)c3ccc4c(C)n(C)nc4c3)n2)cc1S(N)(=O)=O. The pKd is 5.0. (2) The drug is CCN1CCN(Cc2ccc(NC(=O)Nc3ccc(Oc4cc(NC)ncn4)cc3)cc2C(F)(F)F)CC1. The target protein (EPHA5) has sequence AARDSGTGGGSEKMRGSGPRGAGRRRPPSGGGDTPITPASLAGCYSAPRRAPLWTCLLLCAALRTLLASPSNEVNLLDSRTVMGDLGWIAFPKNGWEEIGEVDENYAPIHTYQVCKVMEQNQNNWLLTSWISNEGASRIFIELKFTLRDCNSLPGGLGTCKETFNMYYFESDDQNGRNIKENQYIKIDTIAADESFTELDLGDRVMKLNTEVRDVGPLSKKGFYLAFQDVGACIALVSVRVYYKKCPSVVRHLAVFPDTITGADSSQLLEVSGSCVNHSVTDEPPKMHCSAEGEWLVPIGKCMCKAGYEEKNGTCQVCRPGFFKASPHIQSCGKCPPHSYTHEEASTSCVCEKDYFRRESDPPTMACTRPPSAPRNAISNVNETSVFLEWIPPADTGGRKDVSYYIACKKCNSHAGVCEECGGHVRYLPRQSGLKNTSVMMVDLLAHTNYTFEIEAVNGVSDLSPGARQYVSVNVTTNQAAPSPVTNVKKGKIAKNSISL.... The pKd is 6.8. (3) The small molecule is Clc1ccc(Nc2nnc(Cc3ccncc3)c3ccccc23)cc1. The target protein (PRKR) has sequence MAGDLSAGFFMEELNTYRQKQGVVLKYQELPNSGPPHDRRFTFQVIIDGREFPEGEGRSKKEAKNAAAKLAVEILNKEKKAVSPLLLTTTNSSEGLSMGNYIGLINRIAQKKRLTVNYEQCASGVHGPEGFHYKCKMGQKEYSIGTGSTKQEAKQLAAKLAYLQILSEETSVKSDYLSSGSFATTCESQSNSLVTSTLASESSSEGDFSADTSEINSNSDSLNSSSLLMNGLRNNQRKAKRSLAPRFDLPDMKETKYTVDKRFGMDFKEIELIGSGGFGQVFKAKHRIDGKTYVIKRVKYNNEKAEREVKALAKLDHVNIVHYNGCWDGFDYDPETSDDSLESSDYDPENSKNSSRSKTKCLFIQMEFCDKGTLEQWIEKRRGEKLDKVLALELFEQITKGVDYIHSKKLIHRDLKPSNIFLVDTKQVKIGDFGLVTSLKNDGKRTRSKGTLRYMSPEQISSQDYGKEVDLYALGLILAELLHVCDTAFETSKFFTDLRD.... The pKd is 5.0. (4) The small molecule is O=C(c1ccc(C=Cc2n[nH]c3ccccc23)cc1)N1CCNCC1. The target protein (TRKA) has sequence MLRGGRRGQLGWHSWAAGPGSLLAWLILASAGAAPCPDACCPHGSSGLRCTRDGALDSLHHLPGAENLTELYIENQQHLQHLELRDLRGLGELRNLTIVKSGLRFVAPDAFHFTPRLSRLNLSFNALESLSWKTVQGLSLQELVLSGNPLHCSCALRWLQRWEEEGLGGVPEQKLQCHGQGPLAHMPNASCGVPTLKVQVPNASVDVGDDVLLRCQVEGRGLEQAGWILTELEQSATVMKSGGLPSLGLTLANVTSDLNRKNVTCWAENDVGRAEVSVQVNVSFPASVQLHTAVEMHHWCIPFSVDGQPAPSLRWLFNGSVLNETSFIFTEFLEPAANETVRHGCLRLNQPTHVNNGNYTLLAANPFGQASASIMAAFMDNPFEFNPEDPIPDTNSTSGDPVEKKDETPFGVSVAVGLAVFACLFLSTLLLVLNKCGRRNKFGINRPAVLAPEDGLAMSLHFMTLGGSSLSPTEGKGSGLQGHIIENPQYFSDACVHHIK.... The pKd is 6.6. (5) The drug is CN(C)CC=CC(=O)Nc1cc2c(Nc3ccc(F)c(Cl)c3)ncnc2cc1OC1CCOC1. The target protein is PFCDPK1(Pfalciparum). The pKd is 5.0. (6) The drug is CC(C)N1NC(=C2C=c3cc(O)ccc3=N2)c2c(N)ncnc21. The target protein (CDC2L1) has sequence ERFELGDGRKPVKEEKMEERDLLSDLQDISDSERKTSSAESSSAESGSGSEEEEEEEEEEEEEGSTSEESEEEEEEEEEEEEETGSNSEEASEQSAEEVSEEEMSEDEERENENHLLVVPESRFDRDSGESEEAEEEVGEGTPQSSALTEGDYVPDSPALSPIELKQELPKYLPALQGCRSVEEFQCLNRIEEGTYGVVYRAKDKKTDEIVALKRLKMEKEKEGFPITSLREINTILKAQHPNIVTVREIVVGSNMDKIYIVMNYVEHDLKSLMETMKQPFLPGEVKTLMIQLLRGVKHLHDNWILHRDLKTSNLLLSHAGILKVGDFGLAREYGSPLKAYTPVVVTLWYRAPELLLGAKEYSTAVDMWSVGCIFGELLTQKPLFPGKSEIDQINKVFKDLGTPSEKIWPGYSELPAVKKMTFSEHPYNNLRKRFGALLSDQGFDLMNKFLTYFPGRRISAEDGLKHEYFRETPLPIDPSMFPTWPAKSEQQRVKRGTSP.... The pKd is 5.0. (7) The small molecule is Cn1c(Nc2ccc(C(F)(F)F)cc2)nc2cc(Oc3ccnc(-c4ncc(C(F)(F)F)[nH]4)c3)ccc21. The target protein is PFCDPK1(Pfalciparum). The pKd is 5.0. (8) The pKd is 5.5. The drug is CNC(=O)c1cc(Oc2ccc(NC(=O)Nc3ccc(Cl)c(C(F)(F)F)c3)cc2)ccn1. The target protein (ABL2) has sequence MVLGTVLLPPNSYGRDQDTSLCCLCTEASESALPDLTDHFASCVEDGFEGDKTGGSSPEALHRPYGCDVEPQALNEAIRWSSKENLLGATESDPNLFVALYDFVASGDNTLSITKGEKLRVLGYNQNGEWSEVRSKNGQGWVPSNYITPVNSLEKHSWYHGPVSRSAAEYLLSSLINGSFLVRESESSPGQLSISLRYEGRVYHYRINTTADGKVYVTAESRFSTLAELVHHHSTVADGLVTTLHYPAPKCNKPTVYGVSPIHDKWEMERTDITMKHKLGGGQYGEVYVGVWKKYSLTVAVKTLKEDTMEVEEFLKEAAVMKEIKHPNLVQLLGVCTLEPPFYIVTEYMPYGNLLDYLRECNREEVTAVVLLYMATQISSAMEYLEKKNFIHRDLAARNCLVGENHVVKVADFGLSRLMTGDTYTAHAGAKFPIKWTAPESLAYNTFSIKSDVWAFGVLLWEIATYGMSPYPGIDLSQVYDLLEKGYRMEQPEGCPPKVY.... (9) The target protein (PHKG1) has sequence MTRDEALPDSHSAQDFYENYEPKEILGRGVSSVVRRCIHKPTSQEYAVKVIDVTGGGSFSPEEVRELREATLKEVDILRKVSGHPNIIQLKDTYETNTFFFLVFDLMKRGELFDYLTEKVTLSEKETRKIMRALLEVICTLHKLNIVHRDLKPENILLDDNMNIKLTDFGFSCQLEPGERLREVCGTPSYLAPEIIECSMNEDHPGYGKEVDMWSTGVIMYTLLAGSPPFWHRKQMLMLRMIMSGNYQFGSPEWDDYSDTVKDLVSRFLVVQPQNRYTAEEALAHPFFQQYLVEEVRHFSPRGKFKVIALTVLASVRIYYQYRRVKPVTREIVIRDPYALRPLRRLIDAYAFRIYGHWVKKGQQQNRAALFENTPKAVLLSLAEEDY. The drug is Nc1nc(N)c2nc(-c3cccc(O)c3)c(-c3cccc(O)c3)nc2n1. The pKd is 5.0. (10) The compound is COc1cc(N2CCC(N3CCN(C)CC3)CC2)ccc1Nc1ncc(Cl)c(Nc2ccccc2S(=O)(=O)C(C)C)n1. The pKd is 5.0. The target protein (VRK2) has sequence MPPKRNEKYKLPIPFPEGKVLDDMEGNQWVLGKKIGSGGFGLIYLAFPTNKPEKDARHVVKVEYQENGPLFSELKFYQRVAKKDCIKKWIERKQLDYLGIPLFYGSGLTEFKGRSYRFMVMERLGIDLQKISGQNGTFKKSTVLQLGIRMLDVLEYIHENEYVHGDIKAANLLLGYKNPDQVYLADYGLSYRYCPNGNHKQYQENPRKGHNGTIEFTSLDAHKGVALSRRSDVEILGYCMLRWLCGKLPWEQNLKDPVAVQTAKTNLLDELPQSVLKWAPSGSSCCEIAQFLVCAHSLAYDEKPNYQALKKILNPHGIPLGPLDFSTKGQSINVHTPNSQKVDSQKAATKQVNKAHNRLIEKKVHSERSAESCATWKVQKEEKLIGLMNNEAAQESTRRRQKYQESQEPLNEVNSFPQKISYTQFPNSFYEPHQDFTSPDIFKKSRSPSWYKYTSTVSTGITDLESSTGLWPTISQFTLSEETNADVYYYRIIIPVLLML....